Dataset: Experimentally validated miRNA-target interactions with 360,000+ pairs, plus equal number of negative samples. Task: Binary Classification. Given a miRNA mature sequence and a target amino acid sequence, predict their likelihood of interaction. (1) The miRNA is hsa-miR-591 with sequence AGACCAUGGGUUCUCAUUGU. The protein sequence of the target gene is MGDKKSPTRPKRQPKPASDEGYWDCSVCTFRNSAEAFKCMMCDVRKGTSTRKPRPVSQLVAQQVTQQFVPPTQSKKEKKDRVEKDKSEKEAASKKNCHKKTRPRLKNVDRSSAQHLEVTVGDLTVIITDFKEKAKSAPASSAAGDQHSQGSCSSDSTERGVSRSSSPRGEASSLNGESH. Result: 0 (no interaction). (2) The miRNA is hsa-miR-6767-3p with sequence CCACGUGCUUCUCUUUCCGCAG. The protein sequence of the target gene is MQCFSFIKTMMILFNLLIFLCGAALLAVGIWVSIDGASFLKIFGPLSSSAMQFVNVGYFLIAAGVVVFALGFLGCYGAKTESKCALVTFFFILLLIFIAEVAAAVVALVYTTMAEHFLTLLVVPAIKKDYGSQEDFTQVWNTTMKGLKCCGFTNYTDFEDSPYFKENSAFPPFCCNDNVTNTANETCTKQKAHDQKVEGCFNQLLYDIRTNAVTVGGVAAGIGGLELAAMIVSMYLYCNLQ. Result: 0 (no interaction). (3) Result: 0 (no interaction). The protein sequence of the target gene is MKSSGLFPFLVLLALGTLAPWAVEGSGKSFKAGVCPPKKSAQCLRYKKPECQSDWQCPGKKRCCPDTCGIKCLDPVDTPNPTRRKPGKCPVTYGQCLMLNPPNFCEMDGQCKRDLKCCMGMCGKSCVSPVKA. The miRNA is hsa-miR-1255b-5p with sequence CGGAUGAGCAAAGAAAGUGGUU. (4) The miRNA is rno-miR-23b-3p with sequence AUCACAUUGCCAGGGAUUACC. The protein sequence of the target gene is MAGEMTILGSAVLTLLLAGYLAQQYLPLPTPKVIGIDLGTTYCSVGVFFPGTGKVKVIPDENGHISIPSMVSFTDGDVYVGYESLELADSNPQNTIYDAKRFIGKIFTPEELEAEVGRYPFKVLHRNGMAEFSVTSNETIIVSPEFVGSRLLLKLKEMAEEYLGMPVANAVISVPAEFDLQQRNSTIQAANLAGLKILRVINEPTAAAMAYGLHKVDVFYVLVIDLGGGTLDVSLLNKQGGMFLTRAMSGNNKLGGQDFNQRLLQHLYKEIYQTYGFLPSRKEEIHRLRQAVEMVKLNLT.... Result: 0 (no interaction). (5) Result: 1 (interaction). The protein sequence of the target gene is MFSLSSTVQPQVTVPLSHLINAFHTPKNTSVSLSGVSVSQNQHRDVVPEHEAPSSECMFSDFLTKLNIVSIGKGKIFEGYRSMFMEPAKRMKKSLDTTDNWHIRPEPFSLSIPPSLNLRDLGLSELKIGQIDQLVENLLPGFCKGKNISSHWHTSHVSAQSFFENKYGNLDIFSTLRSSCLYRHHSRALQSICSDLQYWPVFIQSRGFKTLKSRTRRLQSTSERLAETQNIAPSFVKGFLLRDRGSDVESLDKLMKTKNIPEAHQDAFKTGFAEGFLKAQALTQKTNDSLRRTRLILFVL.... The miRNA is hsa-miR-7106-5p with sequence UGGGAGGAGGGGAUCUUGGG. (6) The protein sequence of the target gene is MLPARVRLLTPHLLLVLVQLSPAGGHRTTGPRFLISDRDPPCNPHCPRTQPKPICASDGRSYESMCEYQRAKCRDPALAVVHRGRCKDAGQSKCRLERAQALEQAKKPQEAVFVPECGEDGSFTQVQCHTYTGYCWCVTPDGKPISGSSVQNKTPVCSGPVTDKPLSQGNSGRKVSFRFFLTLNSDDGSKPTPTMETQPVFDGDEITAPTLWIKHLVIKDSKLNNTNVRNSEKVHSCDQERQSALEEARQNPREGIVIPECAPGGLYKPVQCHQSTGYCWCVLVDTGRPLPGTSTRYVMP.... Result: 0 (no interaction). The miRNA is hsa-miR-6755-5p with sequence UAGGGUAGACACUGACAACGUU. (7) The protein sequence of the target gene is MATSAVQSAACPPNTFTCADGSCIPSDWKGDGEKDCEDGSDEEAVTGETTTKFDEVVSAPTTPGSDEDCDWGMQQRIDNCSEPIVHFLSQIERLNLKNMSFLTSSEIQSRFEAGCNLMTTYQECVGNQKGCMPDEGVHSWGEVEVFMCQLVLPSVKEHAGCFKSSADPRCDASKTSSSSTLCGLVTSIQTATSCLETIRPETCSSDAIEMLSPIREETEHIVSAIRCVTPEQHASSTTLIVDETTESTSASAEDDDDDVLTTNTSEESTATTAHDEEVENKPALNINMADAVNSLYYIYD.... The miRNA is cel-miR-252-5p with sequence AUAAGUAGUAGUGCCGCAGGUAA. Result: 1 (interaction).